Dataset: Catalyst prediction with 721,799 reactions and 888 catalyst types from USPTO. Task: Predict which catalyst facilitates the given reaction. (1) Reactant: [F:1][C:2]1[C:7]([C:8]([F:11])([F:10])[F:9])=[C:6]([F:12])[CH:5]=[CH:4][C:3]=1[C:13]1[N:14]=[C:15]([NH2:18])[S:16][CH:17]=1.[H-].[Na+].[CH3:21][N:22]1[C:27](=[O:28])[CH:26]=[C:25]([S:29][CH2:30][C:31](=[O:38])[CH2:32][C:33](OCC)=[O:34])[N:24]([CH3:39])[C:23]1=[O:40]. Product: [F:1][C:2]1[C:7]([C:8]([F:9])([F:10])[F:11])=[C:6]([F:12])[CH:5]=[CH:4][C:3]=1[C:13]1[N:14]=[C:15]([NH:18][C:33](=[O:34])[CH2:32][C:31](=[O:38])[CH2:30][S:29][C:25]2[N:24]([CH3:39])[C:23](=[O:40])[N:22]([CH3:21])[C:27](=[O:28])[CH:26]=2)[S:16][CH:17]=1. The catalyst class is: 93. (2) Reactant: [NH:1]1[CH:5]=[CH:4][N:3]=[CH:2]1.C(OCCC[Si](OC)(OC)OC)(=O)C(C)=C.[SiH4].C1(C2NC=CN=2)C=CC=CC=1.[C:34]([OH:48])(=[O:47])[C:35]1[C:36](=[CH:40][C:41](=[CH:45][CH:46]=1)[C:42]([OH:44])=[O:43])[C:37]([OH:39])=[O:38]. Product: [C:34]([OH:48])(=[O:47])[C:35]1[C:36](=[CH:40][C:41](=[CH:45][CH:46]=1)[C:42]([OH:44])=[O:43])[C:37]([OH:39])=[O:38].[NH:1]1[CH:5]=[CH:4][N:3]=[CH:2]1. The catalyst class is: 13. (3) Reactant: Cl[CH2:2][C:3]1[CH:4]=[C:5]([S:9]([N:12]2[C:16]([C:17]3[C:18]([F:23])=[N:19][CH:20]=[CH:21][CH:22]=3)=[C:15]([F:24])[C:14]([CH2:25][N:26]([CH3:34])[C:27](=[O:33])[O:28][C:29]([CH3:32])([CH3:31])[CH3:30])=[CH:13]2)(=[O:11])=[O:10])[CH:6]=[CH:7][CH:8]=1.[CH3:35][S-:36].[Na+].[I-].[K+].CN(C)C=O. Product: [F:24][C:15]1[C:14]([CH2:25][N:26]([CH3:34])[C:27](=[O:33])[O:28][C:29]([CH3:30])([CH3:32])[CH3:31])=[CH:13][N:12]([S:9]([C:5]2[CH:6]=[CH:7][CH:8]=[C:3]([CH2:2][S:36][CH3:35])[CH:4]=2)(=[O:11])=[O:10])[C:16]=1[C:17]1[C:18]([F:23])=[N:19][CH:20]=[CH:21][CH:22]=1. The catalyst class is: 30. (4) Reactant: [CH2:1]([N:4]([CH2:13][CH2:14][CH3:15])[C:5](/[CH:7]=[C:8](\[CH3:12])/[C:9]([OH:11])=O)=[O:6])[CH2:2][CH3:3].Cl.CN(C)CCCN=C=NCC.ON1C2C=CC=CC=2N=N1.[C:38]([O:42][C:43]([N:45]1[C@@H:50]([C@@H:51]([OH:63])[C@@H:52]([NH2:62])[CH2:53][C:54]2[CH:59]=[C:58]([F:60])[CH:57]=[C:56]([F:61])[CH:55]=2)[CH2:49][O:48][C@@H:47]([CH2:64][O:65][CH:66]2[CH2:71][CH2:70][CH2:69][CH2:68][CH2:67]2)[CH2:46]1)=[O:44])([CH3:41])([CH3:40])[CH3:39]. Product: [C:38]([O:42][C:43]([N:45]1[C@@H:50]([C@@H:51]([OH:63])[C@@H:52]([NH:62][C:9](=[O:11])/[C:8](/[CH3:12])=[CH:7]/[C:5](=[O:6])[N:4]([CH2:1][CH2:2][CH3:3])[CH2:13][CH2:14][CH3:15])[CH2:53][C:54]2[CH:59]=[C:58]([F:60])[CH:57]=[C:56]([F:61])[CH:55]=2)[CH2:49][O:48][C@@H:47]([CH2:64][O:65][CH:66]2[CH2:71][CH2:70][CH2:69][CH2:68][CH2:67]2)[CH2:46]1)=[O:44])([CH3:41])([CH3:39])[CH3:40]. The catalyst class is: 4. (5) Reactant: [Br:1][C:2]1[C:11]2[C:6](=[CH:7][CH:8]=[CH:9][CH:10]=2)[C:5](Br)=[CH:4][CH:3]=1.[Li]CCCC.[I:18]I. Product: [I:18][C:5]1[C:6]2[C:11](=[CH:10][CH:9]=[CH:8][CH:7]=2)[C:2]([Br:1])=[CH:3][CH:4]=1. The catalyst class is: 1.